From a dataset of Reaction yield outcomes from USPTO patents with 853,638 reactions. Predict the reaction yield, written as a fraction of the theoretical maximum amount of product (1.0 means a 100% yield; for example, 0.34 means a 34% yield). (1) The reactants are C([Mg]Cl)(C)C.[Cl:6][C:7]1[N:17]=[CH:16][C:15]2[O:14][CH2:13][CH2:12][N:11]3[C:18](I)=[C:19]([I:21])[N:20]=[C:10]3[C:9]=2[CH:8]=1.[NH4+].[Cl-]. The catalyst is O1CCCC1. The product is [Cl:6][C:7]1[N:17]=[CH:16][C:15]2[O:14][CH2:13][CH2:12][N:11]3[CH:18]=[C:19]([I:21])[N:20]=[C:10]3[C:9]=2[CH:8]=1. The yield is 0.985. (2) The reactants are C[O:2][C:3](=[O:15])[C:4]1[CH:9]=[C:8]([N+:10]([O-])=O)[C:7](F)=[CH:6][C:5]=1[Br:14].O[S:17](O)(=O)=O.[N+]([O-])(O)=O.C[O:26][C:27](=O)[C:28]1C=CC(F)=CC=1Br.[OH-].[Na+]. The catalyst is CCOC(C)=O. The product is [Br:14][C:5]1[C:4]([C:3]([OH:2])=[O:15])=[CH:9][C:8]2[NH:10][C:27](=[O:26])[CH2:28][S:17][C:7]=2[CH:6]=1. The yield is 0.430. (3) The reactants are C(N[C@H](C1C=CC=CC=1)C)CC=C.Br[C:15]1[CH:20]=[CH:19][CH:18]=[CH:17][C:16]=1[Br:21].[C:22]1([OH:28])[CH:27]=[CH:26][CH:25]=[CH:24][CH:23]=1.C(=O)([O-])[O-].[Cs+].[Cs+]. The catalyst is CN1C(=O)CCC1.[Cu-]=O. The product is [Br:21][C:16]1[CH:17]=[CH:18][CH:19]=[C:20]([O:28][C:22]2[CH:27]=[CH:26][CH:25]=[CH:24][CH:23]=2)[CH:15]=1. The yield is 0.530. (4) The reactants are [Cl:1][C:2]1[CH:9]=[CH:8][CH:7]=[C:6]([Cl:10])[C:3]=1[CH2:4]Cl.[Mg].[Cl:12][C:13]1[N:18]=[C:17](Cl)[CH:16]=[C:15]([Cl:20])[N:14]=1. The catalyst is BrCCBr. The product is [Cl:12][C:13]1[N:14]=[C:15]([Cl:20])[CH:16]=[C:17]([CH2:4][C:3]2[C:2]([Cl:1])=[CH:9][CH:8]=[CH:7][C:6]=2[Cl:10])[N:18]=1. The yield is 0.210. (5) The reactants are [H-].[Al+3].[Li+].[H-].[H-].[H-].CO[C:9](=O)[NH:10][CH2:11][CH:12]1[CH2:16][C:15]2[CH:17]=[C:18]([Cl:27])[CH:19]=[C:20]([CH:21]3[CH2:26][CH2:25][CH2:24][CH2:23][CH2:22]3)[C:14]=2[O:13]1.Cl. The catalyst is O1CCCC1. The product is [Cl:27][C:18]1[CH:19]=[C:20]([CH:21]2[CH2:26][CH2:25][CH2:24][CH2:23][CH2:22]2)[C:14]2[O:13][CH:12]([CH2:11][NH:10][CH3:9])[CH2:16][C:15]=2[CH:17]=1. The yield is 0.440. (6) The yield is 0.600. The catalyst is Cl[Pd](Cl)([P](C1C=CC=CC=1)(C1C=CC=CC=1)C1C=CC=CC=1)[P](C1C=CC=CC=1)(C1C=CC=CC=1)C1C=CC=CC=1.C1(C)C=CC=CC=1.C(O)C.O. The product is [F:40][C:41]1[CH:42]=[C:43]([CH:61]=[CH:62][CH:63]=1)[CH2:44][N:45]1[C:49]([CH3:50])=[C:48]([C:2]2[C:10]3[C:5](=[N:6][CH:7]=[C:8]([C:11]4[CH:12]=[C:13]([N:17]5[CH2:22][CH2:21][N:20]([C:23]([O:25][C:26]([CH3:29])([CH3:28])[CH3:27])=[O:24])[CH2:19][CH2:18]5)[CH:14]=[CH:15][CH:16]=4)[CH:9]=3)[N:4]([S:30]([C:33]3[CH:39]=[CH:38][C:36]([CH3:37])=[CH:35][CH:34]=3)(=[O:32])=[O:31])[CH:3]=2)[C:47]([CH3:60])=[N:46]1. The reactants are I[C:2]1[C:10]2[C:5](=[N:6][CH:7]=[C:8]([C:11]3[CH:12]=[C:13]([N:17]4[CH2:22][CH2:21][N:20]([C:23]([O:25][C:26]([CH3:29])([CH3:28])[CH3:27])=[O:24])[CH2:19][CH2:18]4)[CH:14]=[CH:15][CH:16]=3)[CH:9]=2)[N:4]([S:30]([C:33]2[CH:39]=[CH:38][C:36]([CH3:37])=[CH:35][CH:34]=2)(=[O:32])=[O:31])[CH:3]=1.[F:40][C:41]1[CH:42]=[C:43]([CH:61]=[CH:62][CH:63]=1)[CH2:44][N:45]1[C:49]([CH3:50])=[C:48](B2OC(C)(C)C(C)(C)O2)[C:47]([CH3:60])=[N:46]1.C(=O)([O-])[O-].[Na+].[Na+]. (7) The reactants are N1([C:7]2[CH:17]=[CH:16][C:10]3[CH:11]=[CH:12][CH:13]=[CH:14][NH:15][C:9]=3[CH:8]=2)CCOCC1.[OH-].[Na+]. The catalyst is CO. The product is [N:15]1[CH2:14][CH:13]=[CH:12][CH:11]=[C:10]2[CH:16]=[CH:17][CH:7]=[CH:8][C:9]=12. The yield is 0.890.